From a dataset of Reaction yield outcomes from USPTO patents with 853,638 reactions. Predict the reaction yield, written as a fraction of the theoretical maximum amount of product (1.0 means a 100% yield; for example, 0.34 means a 34% yield). (1) The reactants are I[C:2]1[CH:3]=[N:4][N:5]([CH3:7])[CH:6]=1.CON(C)[C:11]([CH:13]1[CH2:18][CH2:17][O:16][CH2:15][CH2:14]1)=[O:12].Cl. The catalyst is C1COCC1. The product is [CH3:7][N:5]1[CH:6]=[C:2]([C:11]([CH:13]2[CH2:18][CH2:17][O:16][CH2:15][CH2:14]2)=[O:12])[CH:3]=[N:4]1. The yield is 0.294. (2) The yield is 0.530. The reactants are [H-].C([Al+]CC(C)C)C(C)C.[CH2:11]([O:18][C:19]([N:21]1[CH2:26][CH2:25][CH:24]([C:27](OCC)=[O:28])[CH2:23][CH2:22]1)=[O:20])[C:12]1[CH:17]=[CH:16][CH:15]=[CH:14][CH:13]=1.C([O-])(=O)C(C(C([O-])=O)O)O.[Na+].[Na+]. The product is [CH2:11]([O:18][C:19]([N:21]1[CH2:26][CH2:25][CH:24]([CH:27]=[O:28])[CH2:23][CH2:22]1)=[O:20])[C:12]1[CH:17]=[CH:16][CH:15]=[CH:14][CH:13]=1. The catalyst is ClCCl. (3) The reactants are [Br:1][C:2]1[CH:3]=[C:4]([C:9]([F:12])([F:11])[F:10])[CH:5]=[CH:6][C:7]=1F.[F:13][C:14]1[CH:19]=[C:18]([F:20])[CH:17]=[CH:16][C:15]=1[OH:21].C(=O)([O-])[O-].[K+].[K+]. The catalyst is CN(C)C=O. The product is [Br:1][C:2]1[CH:3]=[C:4]([C:9]([F:12])([F:11])[F:10])[CH:5]=[CH:6][C:7]=1[O:21][C:15]1[CH:16]=[CH:17][C:18]([F:20])=[CH:19][C:14]=1[F:13]. The yield is 0.800.